This data is from Peptide-MHC class I binding affinity with 185,985 pairs from IEDB/IMGT. The task is: Regression. Given a peptide amino acid sequence and an MHC pseudo amino acid sequence, predict their binding affinity value. This is MHC class I binding data. (1) The peptide sequence is FKSVEFDMSHL. The MHC is H-2-Kb with pseudo-sequence H-2-Kb. The binding affinity (normalized) is 0.472. (2) The peptide sequence is MMQNDYGGM. The MHC is HLA-A02:03 with pseudo-sequence HLA-A02:03. The binding affinity (normalized) is 0.268. (3) The peptide sequence is LGNSRIVI. The MHC is H-2-Dd with pseudo-sequence H-2-Dd. The binding affinity (normalized) is 0.0631.